The task is: Predict the product of the given reaction.. This data is from Forward reaction prediction with 1.9M reactions from USPTO patents (1976-2016). (1) Given the reactants [Cl:1][C:2]1[CH:7]=[C:6]([NH:8][C:9]2[CH:14]=[CH:13][CH:12]=[CH:11][C:10]=2[NH2:15])[CH:5]=[CH:4][C:3]=1[C:16]([C:18]1[CH:23]=[CH:22][CH:21]=[CH:20][C:19]=1[CH3:24])=[O:17].[C:25]1([S:31](Cl)(=[O:33])=[O:32])[CH:30]=[CH:29][CH:28]=[CH:27][CH:26]=1, predict the reaction product. The product is: [Cl:1][C:2]1[CH:7]=[C:6]([NH:8][C:9]2[CH:14]=[CH:13][CH:12]=[CH:11][C:10]=2[NH:15][S:31]([C:25]2[CH:30]=[CH:29][CH:28]=[CH:27][CH:26]=2)(=[O:33])=[O:32])[CH:5]=[CH:4][C:3]=1[C:16](=[O:17])[C:18]1[CH:23]=[CH:22][CH:21]=[CH:20][C:19]=1[CH3:24]. (2) Given the reactants Cl.N1C2=CC=CC3=CC=CC(=C23)N[B:3]1[C:15]1[CH:20]=[CH:19][C:18]([C:21]2[C:22]([NH2:27])=[N:23][CH:24]=[CH:25][CH:26]=2)=[CH:17][CH:16]=1.C([O-])(O)=[O:29].[Na+].[OH-:33].[Na+], predict the reaction product. The product is: [NH2:27][C:22]1[C:21]([C:18]2[CH:19]=[CH:20][C:15]([B:3]([OH:29])[OH:33])=[CH:16][CH:17]=2)=[CH:26][CH:25]=[CH:24][N:23]=1. (3) Given the reactants Cl.Cl[CH2:3][CH2:4][N:5]1[CH2:9][CH2:8][CH2:7][CH2:6]1.[I:10][C:11]1[CH:12]=[C:13]2[C:17](=[CH:18][CH:19]=1)[NH:16][N:15]=[CH:14]2.C([O-])([O-])=O.[Cs+].[Cs+].O, predict the reaction product. The product is: [I:10][C:11]1[CH:12]=[C:13]2[C:17](=[CH:18][CH:19]=1)[N:16]([CH2:3][CH2:4][N:5]1[CH2:9][CH2:8][CH2:7][CH2:6]1)[N:15]=[CH:14]2. (4) Given the reactants [CH3:1][O:2][C:3]1[CH:8]=[CH:7][C:6]([C:9]2[CH:22]=[C:12]3[N:13]=[C:14]([C:17]([O:19]CC)=[O:18])[CH:15]=[CH:16][N:11]3[N:10]=2)=[CH:5][CH:4]=1.O.[OH-].[Li+].Cl, predict the reaction product. The product is: [CH3:1][O:2][C:3]1[CH:4]=[CH:5][C:6]([C:9]2[CH:22]=[C:12]3[N:13]=[C:14]([C:17]([OH:19])=[O:18])[CH:15]=[CH:16][N:11]3[N:10]=2)=[CH:7][CH:8]=1.